This data is from Catalyst prediction with 721,799 reactions and 888 catalyst types from USPTO. The task is: Predict which catalyst facilitates the given reaction. (1) Reactant: [Cl:1][C:2]1[CH:7]=[C:6]([C:8]2[O:9][C:10]([CH3:13])=[CH:11][CH:12]=2)[CH:5]=[CH:4][C:3]=1[S:14]([NH:17][C:18]1[CH:19]=[C:20]([NH:26][C:27](=[O:38])[C@@H:28]([NH:30]C(=O)OC(C)(C)C)[CH3:29])[CH:21]=[CH:22][C:23]=1[O:24][CH3:25])(=[O:16])=[O:15].Cl. Product: [ClH:1].[Cl:1][C:2]1[CH:7]=[C:6]([C:8]2[O:9][C:10]([CH3:13])=[CH:11][CH:12]=2)[CH:5]=[CH:4][C:3]=1[S:14]([NH:17][C:18]1[CH:19]=[C:20]([NH:26][C:27](=[O:38])[C@H:28]([CH3:29])[NH2:30])[CH:21]=[CH:22][C:23]=1[O:24][CH3:25])(=[O:15])=[O:16]. The catalyst class is: 12. (2) Reactant: [Cl:1][C:2]1[CH:7]=[C:6]([C:8]2[C:16]3[C:11](=[N:12][CH:13]=[CH:14][N:15]=3)[N:10](S(C3C=CC=CC=3)(=O)=O)[CH:9]=2)[CH:5]=[C:4]([Cl:26])[N:3]=1.[OH-].[K+]. Product: [Cl:26][C:4]1[CH:5]=[C:6]([C:8]2[C:16]3[C:11](=[N:12][CH:13]=[CH:14][N:15]=3)[NH:10][CH:9]=2)[CH:7]=[C:2]([Cl:1])[N:3]=1. The catalyst class is: 40.